Dataset: Full USPTO retrosynthesis dataset with 1.9M reactions from patents (1976-2016). Task: Predict the reactants needed to synthesize the given product. Given the product [CH2:12]([O:14][CH2:15][CH2:16][N:7]1[C:6]2[CH:8]=[CH:9][CH:10]=[CH:11][C:5]=2[N:4]=[C:3]1[CH2:1][CH3:2])[CH3:13], predict the reactants needed to synthesize it. The reactants are: [CH2:1]([C:3]1[NH:4][C:5]2[CH:11]=[CH:10][CH:9]=[CH:8][C:6]=2[N:7]=1)[CH3:2].[CH2:12]([O:14][CH2:15][CH2:16]Cl)[CH3:13].